From a dataset of NCI-60 drug combinations with 297,098 pairs across 59 cell lines. Regression. Given two drug SMILES strings and cell line genomic features, predict the synergy score measuring deviation from expected non-interaction effect. (1) Drug 1: CC=C1C(=O)NC(C(=O)OC2CC(=O)NC(C(=O)NC(CSSCCC=C2)C(=O)N1)C(C)C)C(C)C. Drug 2: CC(C)NC(=O)C1=CC=C(C=C1)CNNC.Cl. Cell line: MCF7. Synergy scores: CSS=15.9, Synergy_ZIP=-0.801, Synergy_Bliss=-1.25, Synergy_Loewe=-22.0, Synergy_HSA=-1.40. (2) Drug 1: COC1=C(C=C2C(=C1)N=CN=C2NC3=CC(=C(C=C3)F)Cl)OCCCN4CCOCC4. Drug 2: CC1=C(C(=O)C2=C(C1=O)N3CC4C(C3(C2COC(=O)N)OC)N4)N. Cell line: SK-OV-3. Synergy scores: CSS=43.5, Synergy_ZIP=0.307, Synergy_Bliss=3.32, Synergy_Loewe=4.44, Synergy_HSA=6.50. (3) Drug 1: CS(=O)(=O)C1=CC(=C(C=C1)C(=O)NC2=CC(=C(C=C2)Cl)C3=CC=CC=N3)Cl. Drug 2: C1CCC(C(C1)N)N.C(=O)(C(=O)[O-])[O-].[Pt+4]. Cell line: NCI-H226. Synergy scores: CSS=14.4, Synergy_ZIP=-4.43, Synergy_Bliss=2.83, Synergy_Loewe=3.77, Synergy_HSA=4.09. (4) Drug 1: CN1CCC(CC1)COC2=C(C=C3C(=C2)N=CN=C3NC4=C(C=C(C=C4)Br)F)OC. Drug 2: CC12CCC3C(C1CCC2OP(=O)(O)O)CCC4=C3C=CC(=C4)OC(=O)N(CCCl)CCCl.[Na+]. Cell line: NCI-H460. Synergy scores: CSS=0.376, Synergy_ZIP=-1.97, Synergy_Bliss=-5.07, Synergy_Loewe=-4.13, Synergy_HSA=-4.16. (5) Drug 1: C1=NC2=C(N1)C(=S)N=C(N2)N. Drug 2: CCC(=C(C1=CC=CC=C1)C2=CC=C(C=C2)OCCN(C)C)C3=CC=CC=C3.C(C(=O)O)C(CC(=O)O)(C(=O)O)O. Cell line: KM12. Synergy scores: CSS=43.9, Synergy_ZIP=-14.2, Synergy_Bliss=-5.55, Synergy_Loewe=-1.17, Synergy_HSA=-0.241. (6) Drug 1: CN1CCC(CC1)COC2=C(C=C3C(=C2)N=CN=C3NC4=C(C=C(C=C4)Br)F)OC. Drug 2: CN1C(=O)N2C=NC(=C2N=N1)C(=O)N. Cell line: HCC-2998. Synergy scores: CSS=0.426, Synergy_ZIP=1.79, Synergy_Bliss=-2.51, Synergy_Loewe=-9.67, Synergy_HSA=-6.17. (7) Drug 1: CC12CCC(CC1=CCC3C2CCC4(C3CC=C4C5=CN=CC=C5)C)O. Drug 2: CC1C(C(=O)NC(C(=O)N2CCCC2C(=O)N(CC(=O)N(C(C(=O)O1)C(C)C)C)C)C(C)C)NC(=O)C3=C4C(=C(C=C3)C)OC5=C(C(=O)C(=C(C5=N4)C(=O)NC6C(OC(=O)C(N(C(=O)CN(C(=O)C7CCCN7C(=O)C(NC6=O)C(C)C)C)C)C(C)C)C)N)C. Cell line: TK-10. Synergy scores: CSS=30.3, Synergy_ZIP=8.20, Synergy_Bliss=16.6, Synergy_Loewe=13.9, Synergy_HSA=14.4. (8) Drug 1: CC12CCC3C(C1CCC2=O)CC(=C)C4=CC(=O)C=CC34C. Drug 2: C1CC(=O)NC(=O)C1N2C(=O)C3=CC=CC=C3C2=O. Cell line: MCF7. Synergy scores: CSS=12.9, Synergy_ZIP=2.25, Synergy_Bliss=4.00, Synergy_Loewe=3.46, Synergy_HSA=2.52.